From a dataset of Full USPTO retrosynthesis dataset with 1.9M reactions from patents (1976-2016). Predict the reactants needed to synthesize the given product. (1) Given the product [CH2:1]([O:3][C:4](=[O:21])[CH:5]=[CH:6][C:7]1[S:8][C:9]([NH2:18])=[C:10]([CH2:12][C:13]([O:15][CH2:16][CH3:17])=[O:14])[CH:11]=1)[CH3:2], predict the reactants needed to synthesize it. The reactants are: [CH2:1]([O:3][C:4](=[O:21])[CH:5]=[CH:6][C:7]1[S:8][C:9]([N+:18]([O-])=O)=[C:10]([CH2:12][C:13]([O:15][CH2:16][CH3:17])=[O:14])[CH:11]=1)[CH3:2]. (2) Given the product [Br:6][C:7]1[CH:8]=[C:9]([C:13]2[C:22]3[C:17](=[CH:18][C:19]([Cl:24])=[C:20]([CH3:23])[CH:21]=3)[O:16][C:15](=[O:25])[C:14]=2[CH2:26][C:27]([NH:34][C:35]2[CH:40]=[CH:39][C:38]([F:41])=[CH:37][C:36]=2[C:42]([F:45])([F:43])[F:44])=[O:28])[CH:10]=[CH:11][CH:12]=1, predict the reactants needed to synthesize it. The reactants are: CN(C)C=O.[Br:6][C:7]1[CH:8]=[C:9]([C:13]2[C:22]3[C:17](=[CH:18][C:19]([Cl:24])=[C:20]([CH3:23])[CH:21]=3)[O:16][C:15](=[O:25])[C:14]=2[CH2:26][C:27](O)=[O:28])[CH:10]=[CH:11][CH:12]=1.S(Cl)(Cl)=O.[NH2:34][C:35]1[CH:40]=[CH:39][C:38]([F:41])=[CH:37][C:36]=1[C:42]([F:45])([F:44])[F:43]. (3) Given the product [CH2:9]([CH:16]1[O:28][C:19](=[O:21])[CH:18]([CH2:7][CH2:5][CH3:6])[CH2:17]1)[C:10]1[CH:15]=[CH:14][CH:13]=[CH:12][CH:11]=1, predict the reactants needed to synthesize it. The reactants are: C(N[CH:5]([CH3:7])[CH3:6])(C)C.[Li].[CH2:9]([CH:16]1N[C:19](=[O:21])[CH2:18][CH2:17]1)[C:10]1[CH:15]=[CH:14][CH:13]=[CH:12][CH:11]=1.C(Br)CC.C(O)(=[O:28])C. (4) Given the product [CH3:13][O:12][C:11]1[CH:10]=[CH:9][C:8]2[NH:7][C:6](=[O:14])[C:5]3[S:15][CH:16]=[CH:17][C:4]=3[C:3]=2[C:2]=1[C:27]1[CH:26]=[C:25]2[C:21](=[CH:20][CH:19]=1)[CH2:22][CH:23]([NH:28][C:29](=[O:35])[O:30][C:31]([CH3:33])([CH3:32])[CH3:34])[CH2:24]2, predict the reactants needed to synthesize it. The reactants are: Br[C:2]1[C:3]2[C:4]3[CH:17]=[CH:16][S:15][C:5]=3[C:6](=[O:14])[NH:7][C:8]=2[CH:9]=[CH:10][C:11]=1[O:12][CH3:13].Br[C:19]1[CH:20]=[C:21]2[C:25](=[CH:26][CH:27]=1)[CH2:24][CH:23]([NH:28][C:29](=[O:35])[O:30][C:31]([CH3:34])([CH3:33])[CH3:32])[CH2:22]2. (5) Given the product [CH:24]1([C:20]2[CH:19]=[CH:18][CH:17]=[C:16]3[C:21]=2[CH2:22][CH2:23][N:14]2[C:13](=[O:28])[CH2:12][N:11]=[C:10]([N:8]4[CH:9]=[C:5]([CH:3]([CH:4]5[CH2:30][CH2:29]5)[OH:2])[N:6]=[CH:7]4)[CH:27]=[C:15]23)[CH2:26][CH2:25]1, predict the reactants needed to synthesize it. The reactants are: C[O:2][C@@H:3]([C:5]1[N:6]=[CH:7][N:8]([C:10]2[CH:27]=[C:15]3[C:16]4[C:21]([CH2:22][CH2:23][N:14]3[C:13](=[O:28])[CH2:12][N:11]=2)=[C:20]([C:24]([CH3:26])=[CH2:25])[CH:19]=[CH:18][CH:17]=4)[CH:9]=1)[CH3:4].[CH:29]1([Mg]Br)C[CH2:30]1.[NH4+].[Cl-]. (6) Given the product [OH:50][C:47]1[CH:46]=[CH:45][C:44]([C:43]([O:42][C:24]2[CH:23]=[CH:22][C:21]([O:20][C:18](=[O:19])[C:17]3[CH:58]=[CH:59][C:14]([O:13][CH2:12][CH2:11][CH2:10][CH2:9][CH2:8][CH2:7][O:6][C:1](=[O:5])[C:2]([CH3:4])=[CH2:3])=[CH:15][CH:16]=3)=[CH:41][C:25]=2[C:26]([O:28][CH2:29][CH2:30][CH2:31][CH2:32][CH2:33][CH2:34][O:35][C:36](=[O:40])[C:37]([CH3:39])=[CH2:38])=[O:27])=[O:57])=[CH:49][CH:48]=1, predict the reactants needed to synthesize it. The reactants are: [C:1]([O:6][CH2:7][CH2:8][CH2:9][CH2:10][CH2:11][CH2:12][O:13][C:14]1[CH:59]=[CH:58][C:17]([C:18]([O:20][C:21]2[CH:22]=[CH:23][C:24]([O:42][C:43](=[O:57])[C:44]3[CH:49]=[CH:48][C:47]([O:50]C4CCCCO4)=[CH:46][CH:45]=3)=[C:25]([CH:41]=2)[C:26]([O:28][CH2:29][CH2:30][CH2:31][CH2:32][CH2:33][CH2:34][O:35][C:36](=[O:40])[C:37]([CH3:39])=[CH2:38])=[O:27])=[O:19])=[CH:16][CH:15]=1)(=[O:5])[C:2]([CH3:4])=[CH2:3]. (7) Given the product [Cl:1][C:2]1[CH:3]=[C:4]([CH:9]=[C:10]([Cl:13])[C:11]=1[O:12][CH:15]1[CH2:19][CH2:18][CH2:17][CH2:16]1)[C:5]([O:7][CH3:8])=[O:6], predict the reactants needed to synthesize it. The reactants are: [Cl:1][C:2]1[CH:3]=[C:4]([CH:9]=[C:10]([Cl:13])[C:11]=1[OH:12])[C:5]([O:7][CH3:8])=[O:6].Br[CH:15]1[CH2:19][CH2:18][CH2:17][CH2:16]1.C(=O)([O-])[O-].[K+].[K+]. (8) Given the product [CH3:8][CH:9]([CH3:10])[CH2:11][CH:12]=[CH2:13].[C:4]1(=[O:5])[O:6][C:1](=[O:7])[CH:2]=[CH:3]1, predict the reactants needed to synthesize it. The reactants are: [C:1]1(=[O:7])[O:6][C:4](=[O:5])[CH:3]=[CH:2]1.[CH3:8][C:9](OOC(C)(C)C)([CH2:11][CH2:12][C:13](C)(OOC(C)(C)C)C)[CH3:10].